Dataset: Reaction yield outcomes from USPTO patents with 853,638 reactions. Task: Predict the reaction yield, written as a fraction of the theoretical maximum amount of product (1.0 means a 100% yield; for example, 0.34 means a 34% yield). (1) The reactants are [CH3:1][O:2][C:3]([C:5]1[S:6][C:7]([C:11]2[CH:16]=[CH:15][CH:14]=[CH:13][CH:12]=2)=[CH:8][C:9]=1[NH2:10])=[O:4].[Cl:17][C:18]1[CH:26]=[CH:25][C:21]([C:22](Cl)=[O:23])=[CH:20][CH:19]=1. The catalyst is N1C=CC=CC=1. The product is [CH3:1][O:2][C:3]([C:5]1[S:6][C:7]([C:11]2[CH:16]=[CH:15][CH:14]=[CH:13][CH:12]=2)=[CH:8][C:9]=1[NH:10][C:22](=[O:23])[C:21]1[CH:25]=[CH:26][C:18]([Cl:17])=[CH:19][CH:20]=1)=[O:4]. The yield is 0.910. (2) The reactants are [Cl:1][C:2]1[CH:7]=[CH:6][C:5]([C:8]2[O:12][C:11](=O)[NH:10][N:9]=2)=[CH:4][CH:3]=1.C(N(CC)C(C)C)(C)C.Cl.[NH:24]1[C:28]2[CH:29]=[CH:30][C:31]([C:33]([N:35]3[CH2:40][CH2:39][C@@H:38]4[CH2:41][NH:42][CH2:43][C@H:37]4[CH2:36]3)=[O:34])=[CH:32][C:27]=2[N:26]=[N:25]1.F[P-](F)(F)(F)(F)F.N1(O[P+](N(C)C)(N(C)C)N(C)C)C2C=CC=CC=2N=N1. The catalyst is CN(C)C=O. The yield is 0.610. The product is [NH:24]1[C:28]2[CH:29]=[CH:30][C:31]([C:33]([N:35]3[CH2:40][CH2:39][C@@H:38]4[CH2:41][N:42]([C:11]5[O:12][C:8]([C:5]6[CH:6]=[CH:7][C:2]([Cl:1])=[CH:3][CH:4]=6)=[N:9][N:10]=5)[CH2:43][C@H:37]4[CH2:36]3)=[O:34])=[CH:32][C:27]=2[N:26]=[N:25]1. (3) The reactants are [CH3:1][O:2][C:3]1[CH:4]=[C:5]([C:11]2[N:12]=[C:13]([NH:23][CH2:24][CH3:25])[S:14][C:15]=2[C:16]2[CH:21]=[CH:20][N:19]=[C:18](Cl)[N:17]=2)[CH:6]=[C:7]([O:9][CH3:10])[CH:8]=1.[CH3:26][S:27]([N:30]1[CH2:35][CH2:34][N:33]([C:36]2[N:41]=[CH:40][C:39]([NH2:42])=[CH:38][CH:37]=2)[CH2:32][CH2:31]1)(=[O:29])=[O:28].CC(O)C.Cl. The catalyst is O1CCOCC1. The product is [CH3:1][O:2][C:3]1[CH:4]=[C:5]([C:11]2[N:12]=[C:13]([NH:23][CH2:24][CH3:25])[S:14][C:15]=2[C:16]2[CH:21]=[CH:20][N:19]=[C:18]([NH:42][C:39]3[CH:40]=[N:41][C:36]([N:33]4[CH2:34][CH2:35][N:30]([S:27]([CH3:26])(=[O:29])=[O:28])[CH2:31][CH2:32]4)=[CH:37][CH:38]=3)[N:17]=2)[CH:6]=[C:7]([O:9][CH3:10])[CH:8]=1. The yield is 0.220. (4) The reactants are O[C:2]1[CH:10]=[C:9]([CH3:11])[C:5]([C:6]([OH:8])=[O:7])=[CH:4][N:3]=1.P(Cl)(Cl)([Cl:14])=O. The catalyst is O. The product is [CH3:11][C:9]1[C:5]([C:6]([OH:8])=[O:7])=[CH:4][N:3]=[C:2]([Cl:14])[CH:10]=1. The yield is 0.810. (5) The reactants are [O:1]([C:8]1[CH:13]=[CH:12][C:11](B(O)O)=[CH:10][CH:9]=1)[C:2]1[CH:7]=[CH:6][CH:5]=[CH:4][CH:3]=1.[NH2:17][C:18]1[C:19]([C:26]([NH2:28])=[O:27])=[N:20][C:21](Cl)=[C:22]([NH2:24])[N:23]=1.C(=O)([O-])[O-].[Na+].[Na+].O. The catalyst is C1(C)C=CC=CC=1.C(O)C.C1C=CC([P]([Pd]([P](C2C=CC=CC=2)(C2C=CC=CC=2)C2C=CC=CC=2)([P](C2C=CC=CC=2)(C2C=CC=CC=2)C2C=CC=CC=2)[P](C2C=CC=CC=2)(C2C=CC=CC=2)C2C=CC=CC=2)(C2C=CC=CC=2)C2C=CC=CC=2)=CC=1. The product is [NH2:17][C:18]1[C:19]([C:26]([NH2:28])=[O:27])=[N:20][C:21]([C:11]2[CH:12]=[CH:13][C:8]([O:1][C:2]3[CH:7]=[CH:6][CH:5]=[CH:4][CH:3]=3)=[CH:9][CH:10]=2)=[C:22]([NH2:24])[N:23]=1. The yield is 0.270. (6) The reactants are CC1(C)O[C:6](=[O:8])[C:5](=[CH:9][NH:10][C:11]2[C:20]([O:21][CH2:22][CH2:23][CH3:24])=[CH:19][C:18]3[C:13](=[CH:14][CH:15]=[CH:16][CH:17]=3)[CH:12]=2)C(=O)O1.C1(OC2C=CC=CC=2)C=CC=CC=1. No catalyst specified. The product is [CH2:22]([O:21][C:20]1[C:11]2[NH:10][CH:9]=[CH:5][C:6](=[O:8])[C:12]=2[C:13]2[CH:14]=[CH:15][CH:16]=[CH:17][C:18]=2[CH:19]=1)[CH2:23][CH3:24]. The yield is 0.610. (7) The reactants are [Br-].[CH2:2]([N+:9]1[CH:14]=[CH:13][CH:12]=[C:11]([CH3:15])[C:10]=1[CH2:16][NH:17][C:18]([O:20][C:21]([CH3:24])([CH3:23])[CH3:22])=[O:19])[C:3]1[CH:8]=[CH:7][CH:6]=[CH:5][CH:4]=1.[BH4-].[Na+]. The catalyst is CO. The product is [CH2:2]([N:9]1[CH2:14][CH2:13][CH:12]=[C:11]([CH3:15])[CH:10]1[CH2:16][NH:17][C:18](=[O:19])[O:20][C:21]([CH3:24])([CH3:23])[CH3:22])[C:3]1[CH:8]=[CH:7][CH:6]=[CH:5][CH:4]=1. The yield is 0.610. (8) The reactants are Br[C:2]1[CH:22]=[CH:21][CH:20]=[CH:19][C:3]=1[CH2:4][N:5]([CH:16]1[CH2:18][CH2:17]1)[C:6]([C:8]1[C:9]([CH3:15])=[N:10][N:11]([CH3:14])[C:12]=1[F:13])=[O:7].[C:23]1(B(O)O)[CH:28]=[CH:27][CH:26]=[CH:25][CH:24]=1.[C:32](=O)([O-])[O-].[K+].[K+].CCCCCCC.C(OCC)(=O)C. The catalyst is O1CCCC1.O.[Cl-].[Na+].O.C1C=CC([P]([Pd]([P](C2C=CC=CC=2)(C2C=CC=CC=2)C2C=CC=CC=2)([P](C2C=CC=CC=2)(C2C=CC=CC=2)C2C=CC=CC=2)[P](C2C=CC=CC=2)(C2C=CC=CC=2)C2C=CC=CC=2)(C2C=CC=CC=2)C2C=CC=CC=2)=CC=1. The product is [C:2]1([C:23]2[CH:28]=[CH:27][CH:26]=[CH:25][CH:24]=2)[CH:22]=[CH:21][CH:20]=[CH:19][C:3]=1[CH:4]([N:5]([CH:16]1[CH2:18][CH2:17]1)[C:6]([C:8]1[C:9]([CH3:15])=[N:10][N:11]([CH3:14])[C:12]=1[F:13])=[O:7])[CH3:32]. The yield is 0.680. (9) The reactants are [I:1][C:2]1[C:6]([C:7]([O:9][CH2:10][CH3:11])=[O:8])=[CH:5][NH:4][N:3]=1.[O:12]1[CH:17]=[CH:16][CH2:15][CH2:14][CH2:13]1.CC1C=CC(S(O)(=O)=O)=CC=1. The catalyst is C1COCC1. The product is [I:1][C:2]1[C:6]([C:7]([O:9][CH2:10][CH3:11])=[O:8])=[CH:5][N:4]([CH:13]2[CH2:14][CH2:15][CH2:16][CH2:17][O:12]2)[N:3]=1. The yield is 0.910.